Dataset: Forward reaction prediction with 1.9M reactions from USPTO patents (1976-2016). Task: Predict the product of the given reaction. (1) Given the reactants O1CCN(CC[CH2:9][O:10][C:11]2[CH:20]=[C:19]3[C:14]([C:15]([O:21][C:22]4[CH:27]=[CH:26][C:25]([NH:28][C:29](=O)CC5C=CC=CN=5)=[CH:24][C:23]=4[F:38])=[CH:16][CH:17]=[N:18]3)=[CH:13][C:12]=2[O:39][CH3:40])CC1.[NH:41]1[CH2:46]CN[CH2:43][CH2:42]1.CC1(C)C2C(=C(P(C3C=CC=CC=3)C3C=CC=CC=3)C=CC=2)OC2C(P(C3C=CC=CC=3)C3C=CC=CC=3)=CC=CC1=2.P([O-])([O-])([O-])=O.[K+].[K+].[K+], predict the reaction product. The product is: [F:38][C:23]1[CH:24]=[C:25]([N:28]2[CH2:43][CH2:42][NH:41][CH2:46][CH2:29]2)[CH:26]=[CH:27][C:22]=1[O:21][C:15]1[C:14]2[C:19](=[CH:20][C:11]([O:10][CH3:9])=[C:12]([O:39][CH3:40])[CH:13]=2)[N:18]=[CH:17][CH:16]=1. (2) Given the reactants C([O:4][CH2:5][C:6]([CH2:8][S:9]([C:12]1[CH:17]=[CH:16][C:15]([CH3:18])=[CH:14][CH:13]=1)(=[O:11])=[O:10])=O)(=O)C.[CH3:19][NH:20][NH2:21].C(N([CH2:27][CH3:28])CC)C.[OH2:29].[OH-].[Li+].Cl.[CH2:33]1[CH2:37]O[CH2:35][CH2:34]1, predict the reaction product. The product is: [CH2:34]([C:33]1[CH:37]=[C:13]([CH3:12])[CH:14]=[C:15]([CH2:16][CH3:17])[C:18]=1[C:6]1[C:5](=[O:4])[N:20]([CH3:19])[N:21]=[C:28]([CH2:27][OH:29])[C:8]=1[S:9]([C:12]1[CH:13]=[CH:14][C:15]([CH3:18])=[CH:16][CH:17]=1)(=[O:10])=[O:11])[CH3:35]. (3) Given the reactants [Br:1][C:2]1[CH:15]=[C:14]2[C:5]([O:6][C:7]3[C:8]([F:24])=[CH:9][C:10]([O:22][CH3:23])=[CH:11][C:12]=3[C:13]2([C:17]2[NH:18][CH:19]=[CH:20][N:21]=2)Cl)=[CH:4][CH:3]=1.[N:25]#[C:26][NH2:27], predict the reaction product. The product is: [Br:1][C:2]1[CH:15]=[C:14]2[C:5]([O:6][C:7]3[C:8]([F:24])=[CH:9][C:10]([O:22][CH3:23])=[CH:11][C:12]=3[C:13]32[C:17]2=[N:18][CH:19]=[CH:20][N:21]2[C:26]([NH2:27])=[N:25]3)=[CH:4][CH:3]=1. (4) Given the reactants C(N(CC)CC)C.[C:8](Cl)(=[O:10])[CH3:9].Cl.[NH2:13][C:14]1[CH:15]=[CH:16][C:17]2[N:18]([C:20]([C:23]([C:25]3[CH:30]=[CH:29][C:28]([N+:31]([O-:33])=[O:32])=[C:27]([O:34][CH3:35])[CH:26]=3)=[O:24])=[N:21][CH:22]=2)[CH:19]=1.C(=O)(O)[O-].[Na+], predict the reaction product. The product is: [CH3:35][O:34][C:27]1[CH:26]=[C:25]([CH:30]=[CH:29][C:28]=1[N+:31]([O-:33])=[O:32])[C:23]([C:20]1[N:18]2[CH:19]=[C:14]([NH:13][C:8](=[O:10])[CH3:9])[CH:15]=[CH:16][C:17]2=[CH:22][N:21]=1)=[O:24]. (5) Given the reactants C(OC([N:8](C(OC(C)(C)C)=O)[C:9]1[N:14]=[C:13]([C:15]2[N:16]=[C:17]([N:24]([C:32]3[CH:37]=[CH:36][C:35]([N:38]4[CH2:43][CH2:42][N:41]([CH:44]5[CH2:47][O:46][CH2:45]5)[CH2:40][CH2:39]4)=[CH:34][CH:33]=3)C(=O)OC(C)(C)C)[C:18]3[N:19]([CH:21]=[CH:22][N:23]=3)[CH:20]=2)[CH:12]=[N:11][CH:10]=1)=O)(C)(C)C.C(O)(C(F)(F)F)=O.C(=O)(O)[O-].[Na+], predict the reaction product. The product is: [NH2:8][C:9]1[N:14]=[C:13]([C:15]2[N:16]=[C:17]([NH:24][C:32]3[CH:33]=[CH:34][C:35]([N:38]4[CH2:43][CH2:42][N:41]([CH:44]5[CH2:47][O:46][CH2:45]5)[CH2:40][CH2:39]4)=[CH:36][CH:37]=3)[C:18]3[N:19]([CH:21]=[CH:22][N:23]=3)[CH:20]=2)[CH:12]=[N:11][CH:10]=1. (6) Given the reactants C(Cl)(=O)C(Cl)=O.CS(C)=O.[OH:11][C@@H:12]1[CH2:16][O:15][CH2:14][C@H:13]1[NH:17][C:18](=[O:24])[O:19][C:20]([CH3:23])([CH3:22])[CH3:21].C(N(CC)CC)C, predict the reaction product. The product is: [O:11]=[C:12]1[CH2:16][O:15][CH2:14][CH:13]1[NH:17][C:18](=[O:24])[O:19][C:20]([CH3:22])([CH3:21])[CH3:23]. (7) Given the reactants [I:1][C:2]1[CH:7]=[CH:6][C:5]([OH:8])=[CH:4][CH:3]=1.Br[CH2:10][CH2:11][O:12][CH2:13][CH2:14][CH2:15][CH3:16].CN(C=O)C.C([O-])([O-])=O.[Cs+].[Cs+], predict the reaction product. The product is: [CH2:13]([O:12][CH2:11][CH2:10][O:8][C:5]1[CH:6]=[CH:7][C:2]([I:1])=[CH:3][CH:4]=1)[CH2:14][CH2:15][CH3:16]. (8) Given the reactants [NH:1]1[C:9]2[C:4](=[CH:5][CH:6]=[CH:7][CH:8]=2)[C:3]([CH:10]=[CH:11][C:12]([NH:14][C:15]2[CH:16]=[C:17]([CH:21]=[CH:22][CH:23]=2)[C:18]([OH:20])=O)=[O:13])=[CH:2]1.[N:24]1([CH2:30][CH2:31][CH2:32][NH2:33])[CH2:29][CH2:28][O:27][CH2:26][CH2:25]1.F[P-](F)(F)(F)(F)F.N1(OC(N(C)C)=[N+](C)C)C2N=CC=CC=2N=N1.C(N(CC)C(C)C)(C)C.[Na], predict the reaction product. The product is: [NH:1]1[C:9]2[C:4](=[CH:5][CH:6]=[CH:7][CH:8]=2)[C:3]([CH:10]=[CH:11][C:12]([NH:14][C:15]2[CH:16]=[C:17]([CH:21]=[CH:22][CH:23]=2)[C:18]([NH:33][CH2:32][CH2:31][CH2:30][N:24]2[CH2:29][CH2:28][O:27][CH2:26][CH2:25]2)=[O:20])=[O:13])=[CH:2]1. (9) Given the reactants [CH2:1]([O:3][C:4](=[O:27])[CH:5]=[CH:6][C:7]1[CH:12]=[CH:11][C:10]([N:13]2[CH2:18][CH2:17][CH:16]([NH:19][C:20]([O:22][C:23]([CH3:26])([CH3:25])[CH3:24])=[O:21])[CH2:15][CH2:14]2)=[CH:9][CH:8]=1)[CH3:2].[H][H], predict the reaction product. The product is: [CH2:1]([O:3][C:4](=[O:27])[CH2:5][CH2:6][C:7]1[CH:8]=[CH:9][C:10]([N:13]2[CH2:14][CH2:15][CH:16]([NH:19][C:20]([O:22][C:23]([CH3:26])([CH3:25])[CH3:24])=[O:21])[CH2:17][CH2:18]2)=[CH:11][CH:12]=1)[CH3:2].